From a dataset of Forward reaction prediction with 1.9M reactions from USPTO patents (1976-2016). Predict the product of the given reaction. (1) Given the reactants [C:1]1([S:7]([N:10]2[C:14]3=[N:15][CH:16]=[C:17](Br)[CH:18]=[C:13]3[CH:12]=[C:11]2[CH3:20])(=[O:9])=[O:8])[CH:6]=[CH:5][CH:4]=[CH:3][CH:2]=1.[CH3:21][N:22]1[CH2:27][CH2:26][N:25]([CH2:28][C:29]2[CH:34]=[CH:33][C:32](B(O)O)=[CH:31][CH:30]=2)[CH2:24][CH2:23]1.C(=O)([O-])[O-].[Na+].[Na+], predict the reaction product. The product is: [CH3:20][C:11]1[N:10]([S:7]([C:1]2[CH:6]=[CH:5][CH:4]=[CH:3][CH:2]=2)(=[O:9])=[O:8])[C:14]2=[N:15][CH:16]=[C:17]([C:32]3[CH:31]=[CH:30][C:29]([CH2:28][N:25]4[CH2:26][CH2:27][N:22]([CH3:21])[CH2:23][CH2:24]4)=[CH:34][CH:33]=3)[CH:18]=[C:13]2[CH:12]=1. (2) The product is: [CH:24]([OH:23])=[O:45].[CH:18]([N:17]1[C:11]2[CH:10]=[C:9]([NH:8][C:6]3[CH:5]=[CH:4][N:3]=[C:2]([N:27]4[CH2:28][CH2:29][C@@H:24]([O:23][CH3:22])[C@H:25]([NH:30][S:31]([CH3:34])(=[O:32])=[O:33])[CH2:26]4)[N:7]=3)[N:14]=[CH:13][C:12]=2[N:15]=[C:16]1[CH3:21])([CH3:20])[CH3:19].[CH:42]([O-:45])=[O:23]. Given the reactants Cl[C:2]1[N:7]=[C:6]([NH:8][C:9]2[N:14]=[CH:13][C:12]3[N:15]=[C:16]([CH3:21])[N:17]([CH:18]([CH3:20])[CH3:19])[C:11]=3[CH:10]=2)[CH:5]=[CH:4][N:3]=1.[CH3:22][O:23][C@@H:24]1[CH2:29][CH2:28][NH:27][CH2:26][C@H:25]1[NH:30][S:31]([CH3:34])(=[O:33])=[O:32].C(N(CC)CC)C.[CH:42]([OH:45])(C)C, predict the reaction product. (3) Given the reactants C([O:3][C:4](=[O:27])[C:5]1[CH:10]=[CH:9][CH:8]=[N:7][C:6]=1[CH2:11][N:12]1[CH2:17][CH2:16][CH:15]([C:18]2[C:26]3[C:21](=[CH:22][CH:23]=[CH:24][CH:25]=3)[NH:20][CH:19]=2)[CH2:14][CH2:13]1)C.Cl.Cl[CH2:30][C:31]1[CH:32]=[N:33][CH:34]=[CH:35][CH:36]=1, predict the reaction product. The product is: [N:33]1[CH:34]=[CH:35][CH:36]=[C:31]([CH2:30][N:20]2[C:21]3[C:26](=[CH:25][CH:24]=[CH:23][CH:22]=3)[C:18]([CH:15]3[CH2:14][CH2:13][N:12]([CH2:11][C:6]4[N:7]=[CH:8][CH:9]=[CH:10][C:5]=4[C:4]([OH:3])=[O:27])[CH2:17][CH2:16]3)=[CH:19]2)[CH:32]=1. (4) Given the reactants [Br:1][C:2]1[CH:7]=[CH:6][C:5]([C:8]2[N:13]=[C:12]3[O:14][C:15]([CH3:20])([CH3:19])[CH2:16][CH:17]([NH2:18])[C:11]3=[CH:10][C:9]=2[C:21]2[CH:26]=[CH:25][C:24]([Cl:27])=[CH:23][CH:22]=2)=[C:4]([Cl:28])[CH:3]=1.CCN(CC)CC.[Br:36][CH2:37][CH2:38][CH2:39][C:40](Cl)=[O:41].C([O-])(O)=O.[Na+], predict the reaction product. The product is: [Br:36][CH2:37][CH2:38][CH2:39][C:40]([NH:18][CH:17]1[C:11]2[C:12](=[N:13][C:8]([C:5]3[CH:6]=[CH:7][C:2]([Br:1])=[CH:3][C:4]=3[Cl:28])=[C:9]([C:21]3[CH:22]=[CH:23][C:24]([Cl:27])=[CH:25][CH:26]=3)[CH:10]=2)[O:14][C:15]([CH3:20])([CH3:19])[CH2:16]1)=[O:41]. (5) Given the reactants [S:1]1[C:5]2[CH:6]=[CH:7][CH:8]=[CH:9][C:4]=2[C:3]([CH:10]=[O:11])=[CH:2]1.[Mg+2].[Cl-].[Cl-].[F:15][C:16]1[CH:21]=[CH:20][CH:19]=[C:18](I)[CH:17]=1, predict the reaction product. The product is: [F:15][C:16]1[CH:17]=[C:18]([C:2]2[S:1][C:5]3[CH:6]=[CH:7][CH:8]=[CH:9][C:4]=3[C:3]=2[CH:10]=[O:11])[CH:19]=[CH:20][CH:21]=1. (6) Given the reactants Br[C:2]1[CH:3]=[C:4]([N:13]([C@H:17]2[CH2:22][CH2:21][C@H:20]([NH:23][C:24]([O:26][C:27]([CH3:30])([CH3:29])[CH3:28])=[O:25])[CH2:19][CH2:18]2)[CH2:14][CH2:15][CH3:16])[C:5]([CH3:12])=[C:6]([CH:11]=1)[C:7]([O:9][CH3:10])=[O:8].[OH:31][C:32]1[CH:37]=[CH:36][C:35](B(O)O)=[CH:34][CH:33]=1.C([O-])([O-])=O.[Na+].[Na+], predict the reaction product. The product is: [C:27]([O:26][C:24]([NH:23][C@H:20]1[CH2:19][CH2:18][C@H:17]([N:13]([CH2:14][CH2:15][CH3:16])[C:4]2[C:5]([CH3:12])=[C:6]([C:7]([O:9][CH3:10])=[O:8])[CH:11]=[C:2]([C:35]3[CH:36]=[CH:37][C:32]([OH:31])=[CH:33][CH:34]=3)[CH:3]=2)[CH2:22][CH2:21]1)=[O:25])([CH3:30])([CH3:29])[CH3:28]. (7) Given the reactants C(O[CH2:5][C:6]1[N:7]=[N:8][C:9]([Cl:20])=[C:10]([CH:15]2[O:19][CH2:18][CH2:17][O:16]2)[C:11]=1[CH2:12][CH2:13][CH3:14])(=O)C.[Li+].[OH-].O=S(Cl)[Cl:25], predict the reaction product. The product is: [Cl:20][C:9]1[N:8]=[N:7][C:6]([CH2:5][Cl:25])=[C:11]([CH2:12][CH2:13][CH3:14])[C:10]=1[CH:15]1[O:19][CH2:18][CH2:17][O:16]1.